Dataset: Full USPTO retrosynthesis dataset with 1.9M reactions from patents (1976-2016). Task: Predict the reactants needed to synthesize the given product. The reactants are: N[C:2]1[C:3]([O:17][CH3:18])=[C:4]([NH:12][S:13]([CH3:16])(=[O:15])=[O:14])[CH:5]=[C:6]([C:8]([CH3:11])([CH3:10])[CH3:9])[CH:7]=1.[H+].[B-](F)(F)(F)F.N([O:27][CH2:28]CC(C)C)=O.C1C[O:36][CH2:35]C1. Given the product [CH3:35][O:36][C:28](=[O:27])[C:2]1[CH:7]=[C:6]([C:8]([CH3:11])([CH3:10])[CH3:9])[CH:5]=[C:4]([NH:12][S:13]([CH3:16])(=[O:15])=[O:14])[C:3]=1[O:17][CH3:18], predict the reactants needed to synthesize it.